From a dataset of Reaction yield outcomes from USPTO patents with 853,638 reactions. Predict the reaction yield, written as a fraction of the theoretical maximum amount of product (1.0 means a 100% yield; for example, 0.34 means a 34% yield). (1) The reactants are [NH2:1][CH2:2][CH2:3][N:4]1[C:13]2[C:8]([C:9](=[O:15])[NH:10][C:11](=[O:14])[N:12]=2)=[N:7][C:6]2[CH:16]=[C:17]([CH3:21])[C:18]([CH3:20])=[CH:19][C:5]1=2.[CH3:22][O:23][C:24]1[CH:25]=[C:26]([CH:29]=[CH:30][N:31]=1)[CH:27]=O.C(O)(=O)C.C([BH3-])#N.[Na+]. The catalyst is CO. The product is [CH3:22][O:23][C:24]1[CH:25]=[C:26]([CH2:27][NH:1][CH2:2][CH2:3][N:4]2[C:13]3[C:8]([C:9](=[O:15])[NH:10][C:11](=[O:14])[N:12]=3)=[N:7][C:6]3[CH:16]=[C:17]([CH3:21])[C:18]([CH3:20])=[CH:19][C:5]2=3)[CH:29]=[CH:30][N:31]=1. The yield is 0.100. (2) The reactants are [Cl-].O[NH3+:3].[C:4](=[O:7])([O-])[OH:5].[Na+].CS(C)=O.[CH:13]1([C:16]2[N:17]=[C:18]([CH3:48])[N:19]([C:38]3[CH:43]=[CH:42][C:41]([O:44][CH:45]([CH3:47])[CH3:46])=[CH:40][CH:39]=3)[C:20](=[O:37])[C:21]=2[CH2:22][C:23]2[CH:28]=[CH:27][C:26]([C:29]3[C:30]([C:35]#[N:36])=[CH:31][CH:32]=[CH:33][CH:34]=3)=[CH:25][CH:24]=2)[CH2:15][CH2:14]1. The catalyst is C(OCC)(=O)C. The product is [CH:13]1([C:16]2[N:17]=[C:18]([CH3:48])[N:19]([C:38]3[CH:43]=[CH:42][C:41]([O:44][CH:45]([CH3:46])[CH3:47])=[CH:40][CH:39]=3)[C:20](=[O:37])[C:21]=2[CH2:22][C:23]2[CH:24]=[CH:25][C:26]([C:29]3[CH:34]=[CH:33][CH:32]=[CH:31][C:30]=3[C:35]3[NH:3][C:4](=[O:7])[O:5][N:36]=3)=[CH:27][CH:28]=2)[CH2:15][CH2:14]1. The yield is 0.640. (3) The reactants are O.[NH2:2][NH2:3].CO[C:6](=[O:28])[C:7]([NH:9][C:10]1[CH:11]=[CH:12][C:13]([O:16][CH:17]2[CH2:22][CH2:21][CH:20]([C:23]([O:25][CH2:26][CH3:27])=[O:24])[CH2:19][CH2:18]2)=[N:14][CH:15]=1)=[O:8]. The catalyst is C(O)C. The product is [NH:2]([C:6](=[O:28])[C:7]([NH:9][C:10]1[CH:11]=[CH:12][C:13]([O:16][CH:17]2[CH2:18][CH2:19][CH:20]([C:23]([O:25][CH2:26][CH3:27])=[O:24])[CH2:21][CH2:22]2)=[N:14][CH:15]=1)=[O:8])[NH2:3]. The yield is 0.560.